This data is from Full USPTO retrosynthesis dataset with 1.9M reactions from patents (1976-2016). The task is: Predict the reactants needed to synthesize the given product. (1) Given the product [CH:21]([C:24]1[N:25]=[C:26]([C:29]2[CH:38]=[C:37]([O:1][C@@H:2]3[CH2:6][C@@H:5]([C:7]([O:9][CH2:10][C:11]4[CH:16]=[CH:15][CH:14]=[CH:13][CH:12]=4)=[O:8])[C@H:4]([C:17]([O:19][CH3:20])=[O:18])[CH2:3]3)[C:36]3[C:31](=[C:32]([CH3:42])[C:33]([O:40][CH3:41])=[CH:34][CH:35]=3)[N:30]=2)[S:27][CH:28]=1)([CH3:23])[CH3:22], predict the reactants needed to synthesize it. The reactants are: [OH:1][C@H:2]1[CH2:6][C@@H:5]([C:7]([O:9][CH2:10][C:11]2[CH:16]=[CH:15][CH:14]=[CH:13][CH:12]=2)=[O:8])[C@H:4]([C:17]([O:19][CH3:20])=[O:18])[CH2:3]1.[CH:21]([C:24]1[N:25]=[C:26]([C:29]2[NH:30][C:31]3[C:36]([C:37](=O)[CH:38]=2)=[CH:35][CH:34]=[C:33]([O:40][CH3:41])[C:32]=3[CH3:42])[S:27][CH:28]=1)([CH3:23])[CH3:22].C1(P(C2C=CC=CC=2)C2C=CC=CC=2)C=CC=CC=1.N(C(OC(C)C)=O)=NC(OC(C)C)=O. (2) Given the product [CH3:35][O:36][C:37]1[CH:44]=[CH:43][C:40]([CH2:41][N:32]2[CH2:33][C@@H:15]3[C:16]4([C:20](=[O:21])[N:19]([CH2:22][CH2:23][N:24]5[CH2:25][CH2:26][O:27][CH2:28][CH2:29]5)[C:18](=[O:30])[N:17]4[C@H:13]([C:6]4[C:7]5[C:12](=[CH:11][CH:10]=[CH:9][CH:8]=5)[C:3]([N:2]([CH3:34])[CH3:1])=[CH:4][CH:5]=4)[CH2:14]3)[CH2:31]2)=[CH:39][C:38]=1[N+:45]([O-:47])=[O:46], predict the reactants needed to synthesize it. The reactants are: [CH3:1][N:2]([CH3:34])[C:3]1[C:12]2[C:7](=[CH:8][CH:9]=[CH:10][CH:11]=2)[C:6]([C@H:13]2[N:17]3[C:18](=[O:30])[N:19]([CH2:22][CH2:23][N:24]4[CH2:29][CH2:28][O:27][CH2:26][CH2:25]4)[C:20](=[O:21])[C:16]43[CH2:31][NH:32][CH2:33][C@H:15]4[CH2:14]2)=[CH:5][CH:4]=1.[CH3:35][O:36][C:37]1[CH:44]=[CH:43][C:40]([CH:41]=O)=[CH:39][C:38]=1[N+:45]([O-:47])=[O:46].C(O[BH-](OC(=O)C)OC(=O)C)(=O)C.[Na+]. (3) Given the product [C:1]([C:11]1[CH:18]=[CH:17][C:14]([CH2:15][NH:29][CH2:28][CH2:27][C:22]2[CH:23]=[CH:24][C:25]([Cl:26])=[C:20]([Cl:19])[CH:21]=2)=[CH:13][CH:12]=1)#[C:2][CH2:3][CH2:4][CH2:5][CH2:6][CH2:7][CH2:8][CH2:9][CH3:10], predict the reactants needed to synthesize it. The reactants are: [C:1]([C:11]1[CH:18]=[CH:17][C:14]([CH:15]=O)=[CH:13][CH:12]=1)#[C:2][CH2:3][CH2:4][CH2:5][CH2:6][CH2:7][CH2:8][CH2:9][CH3:10].[Cl:19][C:20]1[CH:21]=[C:22]([CH2:27][CH2:28][NH2:29])[CH:23]=[CH:24][C:25]=1[Cl:26]. (4) Given the product [ClH:34].[OH:1][CH2:2][C:3]1[C:8]([O:9][CH:10]2[CH2:15][CH2:14][NH:13][CH2:12][CH2:11]2)=[CH:7][C:6](=[O:23])[N:5]([C:24]2[CH:25]=[CH:26][C:27]([S:30]([CH3:33])(=[O:32])=[O:31])=[CH:28][CH:29]=2)[N:4]=1, predict the reactants needed to synthesize it. The reactants are: [OH:1][CH2:2][C:3]1[C:8]([O:9][CH:10]2[CH2:15][CH2:14][N:13](C(OC(C)(C)C)=O)[CH2:12][CH2:11]2)=[CH:7][C:6](=[O:23])[N:5]([C:24]2[CH:29]=[CH:28][C:27]([S:30]([CH3:33])(=[O:32])=[O:31])=[CH:26][CH:25]=2)[N:4]=1.[ClH:34].O1CCOCC1.CCOCC.